This data is from HIV replication inhibition screening data with 41,000+ compounds from the AIDS Antiviral Screen. The task is: Binary Classification. Given a drug SMILES string, predict its activity (active/inactive) in a high-throughput screening assay against a specified biological target. (1) The molecule is CC(=O)OCCC1c2ccccc2-n2nc(-c3ccccc3)c(O)c21. The result is 0 (inactive). (2) The molecule is O=C1c2ccccc2-c2c1c1ccccc1c(=O)n2CCO. The result is 0 (inactive).